From a dataset of Forward reaction prediction with 1.9M reactions from USPTO patents (1976-2016). Predict the product of the given reaction. (1) Given the reactants Br[C:2]1[C:7]([F:8])=[CH:6][C:5]([O:9][CH3:10])=[CH:4][C:3]=1[F:11].[Li]CCCC.[N:17]([C:26]([O:28][C:29]([CH3:32])([CH3:31])[CH3:30])=[O:27])=[N:18][C:19]([O:21][C:22]([CH3:25])([CH3:24])[CH3:23])=[O:20].N#N, predict the reaction product. The product is: [F:11][C:3]1[CH:4]=[C:5]([O:9][CH3:10])[CH:6]=[C:7]([F:8])[C:2]=1[N:17]([C:26]([O:28][C:29]([CH3:32])([CH3:31])[CH3:30])=[O:27])[NH:18][C:19]([O:21][C:22]([CH3:23])([CH3:24])[CH3:25])=[O:20]. (2) Given the reactants [F:1][C:2]1[CH:3]=[CH:4][C:5]([CH2:28][CH2:29][C:30]2[CH:35]=[CH:34][C:33]([O:36][CH2:37][CH2:38][CH2:39][N:40]3[CH:44]=[C:43]([O:45][CH3:46])[CH:42]=[N:41]3)=[CH:32][C:31]=2[CH3:47])=[C:6]([C:8]2[N:13]=[C:12]([N:14]3[C:18]([C:19]([F:22])([F:21])[F:20])=[C:17]([C:23]([O:25]CC)=[O:24])[CH:16]=[N:15]3)[CH:11]=[CH:10][CH:9]=2)[CH:7]=1.[OH-].[Na+], predict the reaction product. The product is: [F:1][C:2]1[CH:3]=[CH:4][C:5]([CH2:28][CH2:29][C:30]2[CH:35]=[CH:34][C:33]([O:36][CH2:37][CH2:38][CH2:39][N:40]3[CH:44]=[C:43]([O:45][CH3:46])[CH:42]=[N:41]3)=[CH:32][C:31]=2[CH3:47])=[C:6]([C:8]2[N:13]=[C:12]([N:14]3[C:18]([C:19]([F:22])([F:20])[F:21])=[C:17]([C:23]([OH:25])=[O:24])[CH:16]=[N:15]3)[CH:11]=[CH:10][CH:9]=2)[CH:7]=1. (3) Given the reactants [Br:1][C:2]1[CH:3]=[C:4](F)[C:5]2[C:6]3[NH:14][C:13](=[O:15])[NH:12][C:11](=[O:16])[C:7]=3[NH:8][C:9]=2[CH:10]=1.[O:18]([CH3:20])[K], predict the reaction product. The product is: [Br:1][C:2]1[CH:3]=[C:4]([O:18][CH3:20])[C:5]2[C:6]3[NH:14][C:13](=[O:15])[NH:12][C:11](=[O:16])[C:7]=3[NH:8][C:9]=2[CH:10]=1. (4) Given the reactants [CH2:1]([NH:8][CH2:9][CH:10]([CH2:21][OH:22])[CH:11]([C:13]1[CH:18]=[CH:17][C:16]([Cl:19])=[C:15]([Cl:20])[CH:14]=1)[OH:12])[C:2]1[CH:7]=[CH:6][CH:5]=[CH:4][CH:3]=1.[C:23]([Si:27](Cl)([CH3:29])[CH3:28])([CH3:26])([CH3:25])[CH3:24].N1C=CN=C1, predict the reaction product. The product is: [CH2:1]([NH:8][CH2:9][CH:10]([CH2:21][O:22][Si:27]([C:23]([CH3:26])([CH3:25])[CH3:24])([CH3:29])[CH3:28])[CH:11]([C:13]1[CH:18]=[CH:17][C:16]([Cl:19])=[C:15]([Cl:20])[CH:14]=1)[OH:12])[C:2]1[CH:7]=[CH:6][CH:5]=[CH:4][CH:3]=1. (5) Given the reactants BrBr.[Cl:3][C:4]1[CH:9]=[CH:8][CH:7]=[CH:6][C:5]=1[OH:10].[S-:11][C:12]#[N:13].[Na+].O, predict the reaction product. The product is: [Cl:3][C:4]1[CH:9]=[C:8]([S:11][C:12]#[N:13])[CH:7]=[CH:6][C:5]=1[OH:10]. (6) Given the reactants [C:1]1([O:9][CH3:10])[C:2](=[CH:5][CH:6]=[CH:7][CH:8]=1)[O:3][CH3:4].CN(C)CCN(C)C.C([Li])CCC.[Br:24][C:25]1[CH:26]=[CH:27][C:28]2[N:33]=C(C)[O:31][C:30](=O)[C:29]=2[CH:36]=1.Cl, predict the reaction product. The product is: [NH2:33][C:28]1[CH:27]=[CH:26][C:25]([Br:24])=[CH:36][C:29]=1[C:30]([C:8]1[CH:7]=[CH:6][CH:5]=[C:2]([O:3][CH3:4])[C:1]=1[O:9][CH3:10])=[O:31]. (7) Given the reactants [NH:1]1[C:9]2[C:4](=[CH:5][CH:6]=[CH:7][CH:8]=2)[CH2:3][C:2]1=[O:10].[CH:11]1([C:14]2[C:22]3[C:17](=[CH:18][C:19]([CH:23]=O)=[CH:20][CH:21]=3)[N:16]([CH2:25][O:26][CH2:27][CH2:28][Si:29]([CH3:32])([CH3:31])[CH3:30])[N:15]=2)[CH2:13][CH2:12]1, predict the reaction product. The product is: [CH:11]1([C:14]2[C:22]3[C:17](=[CH:18][C:19](/[CH:23]=[C:3]4/[C:2](=[O:10])[NH:1][C:9]5[C:4]/4=[CH:5][CH:6]=[CH:7][CH:8]=5)=[CH:20][CH:21]=3)[N:16]([CH2:25][O:26][CH2:27][CH2:28][Si:29]([CH3:30])([CH3:32])[CH3:31])[N:15]=2)[CH2:12][CH2:13]1. (8) Given the reactants [C:1]1([C@@H:7](O)[CH3:8])[CH:6]=[CH:5][CH:4]=[CH:3][CH:2]=1.O=S(Cl)[Cl:12], predict the reaction product. The product is: [Cl:12][C@@H:7]([C:1]1[CH:6]=[CH:5][CH:4]=[CH:3][CH:2]=1)[CH3:8]. (9) Given the reactants Br[C:2]1[CH:7]=[CH:6][C:5]([N+:8]([O-:10])=[O:9])=[CH:4][C:3]=1[CH3:11].[F:12]C1C2C(=CC=CC=2)N=CC=1, predict the reaction product. The product is: [F:12][C:2]1[CH:7]=[CH:6][C:5]([N+:8]([O-:10])=[O:9])=[CH:4][C:3]=1[CH3:11].